From a dataset of Forward reaction prediction with 1.9M reactions from USPTO patents (1976-2016). Predict the product of the given reaction. (1) Given the reactants [Cl:1][C:2]1[CH:3]=[C:4]([CH:16]=[CH:17][C:18]=1[Cl:19])[CH2:5][O:6][C:7]1[CH:12]=[CH:11][C:10]([C:13](=[O:15])[CH3:14])=[CH:9][CH:8]=1.C1CNC(=O)C1.[Br:26][Br-]Br, predict the reaction product. The product is: [Br:26][CH2:14][C:13]([C:10]1[CH:9]=[CH:8][C:7]([O:6][CH2:5][C:4]2[CH:16]=[CH:17][C:18]([Cl:19])=[C:2]([Cl:1])[CH:3]=2)=[CH:12][CH:11]=1)=[O:15]. (2) Given the reactants [Cl-].[Cl-].[Cl-].[In+3].[CH:5]1([Mg]Br)[CH2:7][CH2:6]1.[CH2:10]([O:12][C:13](=[O:21])[C:14]1[CH:19]=[CH:18][C:17](I)=[CH:16][CH:15]=1)[CH3:11], predict the reaction product. The product is: [CH2:10]([O:12][C:13](=[O:21])[C:14]1[CH:19]=[CH:18][C:17]([CH:5]2[CH2:7][CH2:6]2)=[CH:16][CH:15]=1)[CH3:11]. (3) Given the reactants COC(C)(C)C.[CH2:7]([O:9][C:10](=[O:23])[CH2:11][N:12]([CH2:20][C:21]#[CH:22])[C:13]([O:15][C:16]([CH3:19])([CH3:18])[CH3:17])=[O:14])[CH3:8].P([O-])([O-])([O-])=O.[K+].[K+].[K+].O, predict the reaction product. The product is: [C:16]([O:15][C:13]([N:12]([CH2:20][C:21]#[CH:22])[CH2:11][C:10]([OH:23])=[O:9])=[O:14])([CH3:19])([CH3:18])[CH3:17].[CH2:7]([O:9][C:10](=[O:23])[CH2:11][N:12]([CH2:20][C:21]#[CH:22])[C:13]([O:15][C:16]([CH3:18])([CH3:19])[CH3:17])=[O:14])[CH3:8]. (4) Given the reactants [CH2:1]([OH:6])[CH2:2][CH2:3][CH2:4][OH:5].[OH-].[Na+].[CH2:9]([C:11]1([CH2:15]OS(C)(=O)=O)[CH2:14][O:13][CH2:12]1)[CH3:10], predict the reaction product. The product is: [CH2:9]([C:11]1([CH2:15][O:5][CH2:4][CH2:3][CH2:2][CH2:1][OH:6])[CH2:14][O:13][CH2:12]1)[CH3:10]. (5) Given the reactants [Cl:1][C:2]1[CH:3]=[C:4]([NH:8][C:9]2[N:14]=[C:13]([C:15]3[CH:20]=[CH:19][N:18]=[C:17]([C:21](=O)[CH3:22])[CH:16]=3)[CH:12]=[CH:11][N:10]=2)[CH:5]=[CH:6][CH:7]=1.C(O)(=O)C.C([O-])(=O)C.[Na+].[NH:33]([CH2:35][CH2:36][C:37]#[N:38])[NH2:34], predict the reaction product. The product is: [Cl:1][C:2]1[CH:3]=[C:4]([NH:8][C:9]2[N:14]=[C:13]([C:15]3[CH:20]=[CH:19][N:18]=[C:17]([C:21](=[N:34][NH:33][CH2:35][CH2:36][C:37]#[N:38])[CH3:22])[CH:16]=3)[CH:12]=[CH:11][N:10]=2)[CH:5]=[CH:6][CH:7]=1. (6) Given the reactants [CH3:1][C:2]1[CH:6]=[C:5]([NH:7][S:8]([C:11]2[CH:16]=[CH:15][C:14](Br)=[CH:13][CH:12]=2)(=[O:10])=[O:9])[O:4][N:3]=1.[CH3:18][O:19][C:20]1[CH:25]=[CH:24][C:23](B(O)O)=[CH:22][CH:21]=1, predict the reaction product. The product is: [CH3:1][C:2]1[CH:6]=[C:5]([NH:7][S:8]([C:11]2[CH:16]=[CH:15][C:14]([C:23]3[CH:24]=[CH:25][C:20]([O:19][CH3:18])=[CH:21][CH:22]=3)=[CH:13][CH:12]=2)(=[O:10])=[O:9])[O:4][N:3]=1. (7) Given the reactants [NH2:1][C:2]1[CH:6]=[C:5]([C:7]2[CH:12]=[CH:11][CH:10]=[CH:9][CH:8]=2)[NH:4][N:3]=1.CC[O:15][C:16]([CH:18]([C:22]([CH3:24])=O)[C:19]([CH3:21])=O)=[O:17], predict the reaction product. The product is: [CH3:21][C:19]1[C:18]([C:16]([OH:17])=[O:15])=[C:22]([CH3:24])[N:3]2[N:4]=[C:5]([C:7]3[CH:12]=[CH:11][CH:10]=[CH:9][CH:8]=3)[CH:6]=[C:2]2[N:1]=1. (8) The product is: [OH:21][C:20]1([C:2]2[CH:7]=[C:6]([CH3:8])[CH:5]=[CH:4][C:3]=2[O:9][CH3:10])[C:19]2[C:14](=[CH:15][CH:16]=[C:17]([C:22]#[N:23])[CH:18]=2)[NH:13][C:12]1=[O:11]. Given the reactants Br[C:2]1[CH:7]=[C:6]([CH3:8])[CH:5]=[CH:4][C:3]=1[O:9][CH3:10].[O:11]=[C:12]1[C:20](=[O:21])[C:19]2[C:14](=[CH:15][CH:16]=[C:17]([C:22]#[N:23])[CH:18]=2)[NH:13]1, predict the reaction product.